Task: Predict the reaction yield, written as a fraction of the theoretical maximum amount of product (1.0 means a 100% yield; for example, 0.34 means a 34% yield).. Dataset: Reaction yield outcomes from USPTO patents with 853,638 reactions (1) The reactants are [CH:1]([O:4][C:5]1[CH:14]=[CH:13][CH:12]=[C:11]2[C:6]=1[CH:7]=[CH:8][CH:9]=[N:10]2)([CH3:3])[CH3:2].C1C(=O)N([Br:22])C(=O)C1. The catalyst is C(#N)C. The product is [Br:22][C:12]1[CH:13]=[CH:14][C:5]([O:4][CH:1]([CH3:3])[CH3:2])=[C:6]2[C:11]=1[N:10]=[CH:9][CH:8]=[CH:7]2. The yield is 0.920. (2) The reactants are [CH2:1]([O:3][CH:4]([O:7][CH2:8][CH3:9])[C:5]#[CH:6])[CH3:2].[CH3:10][C:11]1([CH3:18])[C:15]([CH3:17])([CH3:16])[O:14][BH:13][O:12]1.C(N(CC)CC)C. The catalyst is O1CCCC1.[H-].[Cl-].C1([Zr+2]C2C=CC=C2)C=CC=C1. The product is [CH2:1]([O:3][CH:4]([O:7][CH2:8][CH3:9])/[CH:5]=[CH:6]/[B:13]1[O:14][C:15]([CH3:17])([CH3:16])[C:11]([CH3:18])([CH3:10])[O:12]1)[CH3:2]. The yield is 0.530. (3) The reactants are C([O:8][C@@H:9]1[C@@H:47]([O:48]CC2C=CC=CC=2)[C@H:46]([O:56][C@@H:57]2[O:86][C@H:85]([CH2:87][F:88])[C@@H:76]([O:77]CC3C=CC=CC=3)[C@H:67]([O:68]CC3C=CC=CC=3)[C@H:58]2[O:59]CC2C=CC=CC=2)[C@@H:45]([CH2:89][F:90])[O:44][C@@H:10]1[O:11][C@H:12]1[C@H:16]([O:17]CC2C=CC=CC=2)[CH2:15][N:14](C(OCC2C=CC=CC=2)=O)[C@@H:13]1[CH2:35][O:36]CC1C=CC=CC=1)C1C=CC=CC=1.Cl. The catalyst is CO.[OH-].[Pd+2].[OH-].[C]. The product is [F:88][CH2:87][C@H:85]1[O:86][C@@H:57]([O:56][C@@H:46]2[C@@H:45]([CH2:89][F:90])[O:44][C@H:10]([O:11][C@H:12]3[C@H:16]([OH:17])[CH2:15][NH:14][C@@H:13]3[CH2:35][OH:36])[C@H:9]([OH:8])[C@H:47]2[OH:48])[C@H:58]([OH:59])[C@@H:67]([OH:68])[C@@H:76]1[OH:77]. The yield is 0.560. (4) The reactants are [CH:1]1[C:13]2[CH:12]([CH2:14][O:15][C:16]([N:18]3[CH2:23][CH2:22][C:21]([NH:36][C:37]([O:39][CH2:40][CH:41]4[C:53]5[CH:52]=[CH:51][CH:50]=[CH:49][C:48]=5[C:47]5[C:42]4=[CH:43][CH:44]=[CH:45][CH:46]=5)=[O:38])([C:24](=[O:35])[NH:25][CH2:26][CH:27]([OH:34])[C:28]4[CH:33]=[CH:32][CH:31]=[CH:30][CH:29]=4)[CH2:20][CH2:19]3)=[O:17])[C:11]3[C:6](=[CH:7][CH:8]=[CH:9][CH:10]=3)[C:5]=2[CH:4]=[CH:3][CH:2]=1.[Cr](Cl)([O-])(=O)=O.[NH+]1C=CC=CC=1. The catalyst is ClCCl.ClCCl.CO. The product is [CH:10]1[C:11]2[CH:12]([CH2:14][O:15][C:16]([N:18]3[CH2:23][CH2:22][C:21]([NH:36][C:37]([O:39][CH2:40][CH:41]4[C:42]5[CH:43]=[CH:44][CH:45]=[CH:46][C:47]=5[C:48]5[C:53]4=[CH:52][CH:51]=[CH:50][CH:49]=5)=[O:38])([C:24](=[O:35])[NH:25][CH2:26][C:27](=[O:34])[C:28]4[CH:33]=[CH:32][CH:31]=[CH:30][CH:29]=4)[CH2:20][CH2:19]3)=[O:17])[C:13]3[C:5](=[CH:4][CH:3]=[CH:2][CH:1]=3)[C:6]=2[CH:7]=[CH:8][CH:9]=1. The yield is 0.790. (5) The reactants are C(O[C:6]([N:8]1[CH2:13][C@@H:12]2[CH2:14][C@H:9]1[CH2:10][N:11]2[C:15]1[C:16]2[N:25]=[C:24]([C:26]3[CH:31]=[CH:30][C:29]([F:32])=[CH:28][CH:27]=3)[CH:23]=[CH:22][C:17]=2[N:18]=[C:19]([NH2:21])[N:20]=1)=[O:7])(C)(C)C.[Cl:33][C:34]1[CH:44]=[CH:43][C:37]([O:38][CH2:39]C(Cl)=O)=[CH:36][CH:35]=1. No catalyst specified. The product is [NH2:21][C:19]1[N:20]=[C:15]([N:11]2[CH2:10][C@@H:9]3[CH2:14][C@H:12]2[CH2:13][N:8]3[C:6](=[O:7])[CH2:39][O:38][C:37]2[CH:43]=[CH:44][C:34]([Cl:33])=[CH:35][CH:36]=2)[C:16]2[N:25]=[C:24]([C:26]3[CH:31]=[CH:30][C:29]([F:32])=[CH:28][CH:27]=3)[CH:23]=[CH:22][C:17]=2[N:18]=1. The yield is 0.550.